Dataset: Catalyst prediction with 721,799 reactions and 888 catalyst types from USPTO. Task: Predict which catalyst facilitates the given reaction. (1) Reactant: [NH2:1][C:2]1[N:7]=[C:6]([C:8]2[CH:15]=[CH:14][C:11]([C:12]#[N:13])=[C:10](F)[CH:9]=2)[CH:5]=[C:4]([NH:17][CH:18]([CH3:20])[CH3:19])[N:3]=1.O.[NH2:22][NH2:23]. Product: [NH2:13][C:12]1[C:11]2[C:10](=[CH:9][C:8]([C:6]3[N:7]=[C:2]([NH2:1])[N:3]=[C:4]([NH:17][CH:18]([CH3:20])[CH3:19])[CH:5]=3)=[CH:15][CH:14]=2)[NH:23][N:22]=1. The catalyst class is: 14. (2) Reactant: Br[C:2]([C:8]1[CH:13]=[CH:12][CH:11]=[CH:10][CH:9]=1)([CH3:7])[C:3]([O:5][CH3:6])=[O:4].[NH:14]1[CH2:19][CH2:18][CH2:17][CH2:16][CH2:15]1. Product: [CH3:6][O:5][C:3](=[O:4])[C:2]([C:8]1[CH:13]=[CH:12][CH:11]=[CH:10][CH:9]=1)([N:14]1[CH2:19][CH2:18][CH2:17][CH2:16][CH2:15]1)[CH3:7]. The catalyst class is: 10. (3) Reactant: CC(C)([O-])C.[K+].[C:7]([CH2:9]P(=O)(OCC)OCC)#[N:8].[S:18]1(=[O:26])(=[O:25])[CH2:23][CH2:22][C:21](=O)[CH2:20][CH2:19]1. Product: [O:25]=[S:18]1(=[O:26])[CH2:23][CH2:22][C:21](=[CH:9][C:7]#[N:8])[CH2:20][CH2:19]1. The catalyst class is: 20. (4) Reactant: [Cl:1][CH:2]([Cl:11])[C:3](=O)[CH2:4][C:5](=O)[CH:6]([Cl:8])[Cl:7].O.[NH2:13][NH2:14]. Product: [Cl:1][CH:2]([Cl:11])[C:3]1[CH:4]=[C:5]([CH:6]([Cl:8])[Cl:7])[NH:14][N:13]=1. The catalyst class is: 8. (5) Reactant: [CH2:1]([O:8][C:9]1[CH:14]=[CH:13][C:12]([CH:15]([OH:18])[CH2:16][CH3:17])=[C:11]([O:19][C:20]2[C:29]3[C:24](=[CH:25][C:26]([O:32][CH3:33])=[C:27]([O:30][CH3:31])[CH:28]=3)[N:23]=[CH:22][CH:21]=2)[CH:10]=1)[C:2]1[CH:7]=[CH:6][CH:5]=[CH:4][CH:3]=1.O. Product: [CH2:1]([O:8][C:9]1[CH:14]=[CH:13][C:12]([C:15](=[O:18])[CH2:16][CH3:17])=[C:11]([O:19][C:20]2[C:29]3[C:24](=[CH:25][C:26]([O:32][CH3:33])=[C:27]([O:30][CH3:31])[CH:28]=3)[N:23]=[CH:22][CH:21]=2)[CH:10]=1)[C:2]1[CH:7]=[CH:6][CH:5]=[CH:4][CH:3]=1. The catalyst class is: 16. (6) Product: [Cl:21][C:18]1[N:19]=[CH:20][C:15]([CH:37]([NH:38][S:39]([C:41]([CH3:44])([CH3:43])[CH3:42])=[O:40])[C:24]2[CH:25]=[CH:26][C:27]([F:36])=[C:28]([O:29][C:30]3[CH:35]=[CH:34][CH:33]=[CH:32][CH:31]=3)[C:23]=2[F:22])=[CH:16][CH:17]=1. The catalyst class is: 247. Reactant: [H-].C([Al+]CC(C)C)C(C)C.[Mg].[Cl-].[Li+].Br[C:15]1[CH:16]=[CH:17][C:18]([Cl:21])=[N:19][CH:20]=1.[F:22][C:23]1[C:28]([O:29][C:30]2[CH:35]=[CH:34][CH:33]=[CH:32][CH:31]=2)=[C:27]([F:36])[CH:26]=[CH:25][C:24]=1/[CH:37]=[N:38]/[S:39]([C:41]([CH3:44])([CH3:43])[CH3:42])=[O:40]. (7) Reactant: Cl[C:2]1[O:3][C:4]2[CH:10]=[CH:9][C:8]([O:11][CH3:12])=[CH:7][C:5]=2[N:6]=1.[CH3:13][NH:14][CH3:15]. Product: [CH3:12][O:11][C:8]1[CH:9]=[CH:10][C:4]2[O:3][C:2]([N:14]([CH3:15])[CH3:13])=[N:6][C:5]=2[CH:7]=1. The catalyst class is: 6. (8) Reactant: [Si:1]([O:8][C:9]1[CH:14]=[CH:13][C:12]([CH2:15][CH2:16][C:17]([OH:19])=O)=[CH:11][CH:10]=1)([C:4]([CH3:7])([CH3:6])[CH3:5])([CH3:3])[CH3:2].C([N:22](CC)CC)C.ClC(OCC)=O.[NH4+].[OH-]. Product: [Si:1]([O:8][C:9]1[CH:14]=[CH:13][C:12]([CH2:15][CH2:16][C:17]([NH2:22])=[O:19])=[CH:11][CH:10]=1)([C:4]([CH3:7])([CH3:6])[CH3:5])([CH3:3])[CH3:2]. The catalyst class is: 7. (9) Reactant: [C:1]([O:5][C:6]([N:8]1[CH2:13][CH2:12][CH:11]([C:14]2[C:15]([CH2:21][CH3:22])([CH3:20])[C:16]([OH:19])=[N:17][N:18]=2)[CH2:10][CH2:9]1)=[O:7])([CH3:4])([CH3:3])[CH3:2].[C:23](=O)([O-])[O-].[K+].[K+].CI. Product: [C:1]([O:5][C:6]([N:8]1[CH2:13][CH2:12][CH:11]([C:14]2[C:15]([CH2:21][CH3:22])([CH3:20])[C:16]([O:19][CH3:23])=[N:17][N:18]=2)[CH2:10][CH2:9]1)=[O:7])([CH3:4])([CH3:3])[CH3:2]. The catalyst class is: 10. (10) The catalyst class is: 8. Reactant: [N:1]1([C:7]([C:9]2[CH:14]=[CH:13][C:12]([NH:15][C:16]3[N:20](COCC[Si](C)(C)C)[N:19]=[CH:18][C:17]=3[C:29]#[N:30])=[CH:11][CH:10]=2)=[O:8])[CH2:6][CH2:5][O:4][CH2:3][CH2:2]1.Cl. Product: [N:1]1([C:7]([C:9]2[CH:14]=[CH:13][C:12]([NH:15][C:16]3[NH:20][N:19]=[CH:18][C:17]=3[C:29]#[N:30])=[CH:11][CH:10]=2)=[O:8])[CH2:6][CH2:5][O:4][CH2:3][CH2:2]1.